Dataset: Forward reaction prediction with 1.9M reactions from USPTO patents (1976-2016). Task: Predict the product of the given reaction. (1) Given the reactants [CH2:1]1[C:9]2[C:4](=[CH:5][CH:6]=[CH:7][CH:8]=2)[CH2:3][NH:2]1.[Cl:10][C:11]1[CH:16]=[CH:15][C:14]([N:17]=[C:18]=[O:19])=[C:13]([CH3:20])[CH:12]=1, predict the reaction product. The product is: [Cl:10][C:11]1[CH:16]=[CH:15][C:14]([NH:17][C:18]([N:2]2[CH2:3][C:4]3[C:9](=[CH:8][CH:7]=[CH:6][CH:5]=3)[CH2:1]2)=[O:19])=[C:13]([CH3:20])[CH:12]=1. (2) The product is: [Br:12][C:3]1[CH:4]=[C:5]([C:8]([F:9])([F:10])[F:11])[CH:6]=[CH:7][C:2]=1[NH:1][CH2:16][C:17]1[CH2:18][N:19]([C:22]([O:24][C:25]([CH3:28])([CH3:27])[CH3:26])=[O:23])[CH2:20][CH:21]=1. Given the reactants [NH2:1][C:2]1[CH:7]=[CH:6][C:5]([C:8]([F:11])([F:10])[F:9])=[CH:4][C:3]=1[Br:12].[H-].[Na+].Cl[CH2:16][C:17]1[CH2:18][N:19]([C:22]([O:24][C:25]([CH3:28])([CH3:27])[CH3:26])=[O:23])[CH2:20][CH:21]=1.O, predict the reaction product.